Dataset: Catalyst prediction with 721,799 reactions and 888 catalyst types from USPTO. Task: Predict which catalyst facilitates the given reaction. (1) Reactant: [CH:1]1([C:7]2[N:12]=[CH:11][N:10]=[C:9]([C:13]3[C:17]4[C:18]([NH:22][CH:23]([CH3:25])[CH3:24])=[N:19][CH:20]=[CH:21][C:16]=4[N:15](CC4C=CC(OC)=CC=4)[N:14]=3)[CH:8]=2)[CH2:6][CH2:5][CH2:4][CH2:3][CH2:2]1.C1(C2N=CN=C(C3C4C(NC(C)C)=NC=CC=4N(CC4C=CC(OC)=CC=4)N=3)C=2)CCCCC=1. Product: [CH:1]1([C:7]2[N:12]=[CH:11][N:10]=[C:9]([C:13]3[C:17]4[C:18]([NH:22][CH:23]([CH3:25])[CH3:24])=[N:19][CH:20]=[CH:21][C:16]=4[NH:15][N:14]=3)[CH:8]=2)[CH2:2][CH2:3][CH2:4][CH2:5][CH2:6]1. The catalyst class is: 43. (2) Reactant: [C:1](Cl)(Cl)=[O:2].[OH:5][C:6]([C:13]1[CH:18]=[CH:17][CH:16]=[CH:15][C:14]=1[NH:19][CH2:20][CH2:21][C:22]([NH:25][C:26](=[O:32])[O:27][C:28]([CH3:31])([CH3:30])[CH3:29])([CH3:24])[CH3:23])([CH2:10][CH2:11][CH3:12])[CH2:7][CH2:8][CH3:9].C(N(CC)CC)C.N. Product: [C:28]([O:27][C:26](=[O:32])[NH:25][C:22]([CH3:23])([CH3:24])[CH2:21][CH2:20][N:19]1[C:14]2[CH:15]=[CH:16][CH:17]=[CH:18][C:13]=2[C:6]([CH2:7][CH2:8][CH3:9])([CH2:10][CH2:11][CH3:12])[O:5][C:1]1=[O:2])([CH3:30])([CH3:29])[CH3:31]. The catalyst class is: 674. (3) Reactant: [NH2:1][C:2]1[CH:10]=[CH:9][CH:8]=[C:7]2[C:3]=1[C:4](=[O:21])[N:5]([C:12]1([CH3:20])[CH2:17][CH2:16][C:15](=[O:18])[NH:14][C:13]1=[O:19])[C:6]2=[O:11].[C:22](Cl)(=[O:25])[CH2:23][CH3:24].CO. Product: [CH3:20][C:12]1([N:5]2[C:4](=[O:21])[C:3]3[C:7](=[CH:8][CH:9]=[CH:10][C:2]=3[NH:1][C:22](=[O:25])[CH2:23][CH3:24])[C:6]2=[O:11])[CH2:17][CH2:16][C:15](=[O:18])[NH:14][C:13]1=[O:19]. The catalyst class is: 1. (4) Reactant: [C:1]([O:5][C:6]([N:8]1[C:12]2=[N:13][CH:14]=[C:15](Br)[CH:16]=[C:11]2[C:10]([C:18](=[O:27])[C:19]2[CH:24]=[CH:23][CH:22]=[C:21]([O:25][CH3:26])[CH:20]=2)=[CH:9]1)=[O:7])([CH3:4])([CH3:3])[CH3:2].C(=O)([O-])[O-].[K+].[K+].[S:34]1[CH:38]=[CH:37][C:36](B(O)O)=[CH:35]1.C1COCC1. Product: [C:1]([O:5][C:6]([N:8]1[C:12]2=[N:13][CH:14]=[C:15]([C:36]3[CH:37]=[CH:38][S:34][CH:35]=3)[CH:16]=[C:11]2[C:10]([C:18](=[O:27])[C:19]2[CH:24]=[CH:23][CH:22]=[C:21]([O:25][CH3:26])[CH:20]=2)=[CH:9]1)=[O:7])([CH3:4])([CH3:3])[CH3:2]. The catalyst class is: 103.